This data is from Full USPTO retrosynthesis dataset with 1.9M reactions from patents (1976-2016). The task is: Predict the reactants needed to synthesize the given product. (1) Given the product [F:25][C:23]([F:24])([F:26])[C:19]1[CH:18]=[C:17]([CH:22]=[CH:21][CH:20]=1)[CH2:16][N:13]1[CH2:14][C@H:15]2[C@H:8]([NH2:7])[CH2:9][CH2:10][C@H:11]2[CH2:12]1, predict the reactants needed to synthesize it. The reactants are: CC([S@@](/[N:7]=[C:8]1\[CH2:9][CH2:10][C@@H:11]2[C@H:15]\1[CH2:14][N:13]([CH2:16][C:17]1[CH:22]=[CH:21][CH:20]=[C:19]([C:23]([F:26])([F:25])[F:24])[CH:18]=1)[CH2:12]2)=O)(C)C.C(N1C[C@H]2/C(=N/[S@](C(C)(C)C)=O)/CC[C@H]2C1)C1C=CC=CC=1. (2) Given the product [Cl:1][C:2]1[C:3]([N:13]=[C:15]=[O:17])=[C:4]([Cl:12])[C:5]([O:10][CH3:11])=[CH:6][C:7]=1[O:8][CH3:9], predict the reactants needed to synthesize it. The reactants are: [Cl:1][C:2]1[C:7]([O:8][CH3:9])=[CH:6][C:5]([O:10][CH3:11])=[C:4]([Cl:12])[C:3]=1[NH2:13].Cl[C:15](Cl)([O:17]C(=O)OC(Cl)(Cl)Cl)Cl.